Dataset: Reaction yield outcomes from USPTO patents with 853,638 reactions. Task: Predict the reaction yield, written as a fraction of the theoretical maximum amount of product (1.0 means a 100% yield; for example, 0.34 means a 34% yield). (1) The product is [Cl:1][C:2]1[N:3]=[CH:4][C:5]([OH:9])=[C:6]([I:8])[CH:7]=1. The catalyst is C1COCC1.Cl. The reactants are [Cl:1][C:2]1[CH:7]=[C:6]([I:8])[C:5]([O:9]COC)=[CH:4][N:3]=1.C(=O)(O)[O-].[Na+]. The yield is 0.930. (2) The catalyst is CO. The reactants are C[O:2][C:3]([C:5]1[N:6]=[CH:7][C:8]([N:11]2[CH2:16][CH2:15][N:14]([C:17]3[N:18]=[N:19][C:20]([CH2:25][C:26]4[CH:31]=[CH:30][CH:29]=[CH:28][CH:27]=4)=[C:21]([CH3:24])[C:22]=3[CH3:23])[CH2:13][C@H:12]2[CH3:32])=[N:9][CH:10]=1)=[O:4].[Li+].[OH-].O.C1COCC1. The yield is 0.840. The product is [CH2:25]([C:20]1[N:19]=[N:18][C:17]([N:14]2[CH2:15][CH2:16][N:11]([C:8]3[CH:7]=[N:6][C:5]([C:3]([OH:4])=[O:2])=[CH:10][N:9]=3)[C@H:12]([CH3:32])[CH2:13]2)=[C:22]([CH3:23])[C:21]=1[CH3:24])[C:26]1[CH:31]=[CH:30][CH:29]=[CH:28][CH:27]=1.